From a dataset of Full USPTO retrosynthesis dataset with 1.9M reactions from patents (1976-2016). Predict the reactants needed to synthesize the given product. (1) The reactants are: Cl[C:2]1[C:3]2[C:4](=[CH:19][N:20](CC3C=CC(OC)=CC=3)[N:21]=2)[N:5]=[C:6]([C:8]2[CH:9]=[N:10][C:11]([N:14]3[CH2:18][CH2:17][CH2:16][CH2:15]3)=[CH:12][CH:13]=2)[N:7]=1.[NH:31]1[C:39]2[C:34](=[CH:35][C:36]([NH2:40])=[CH:37][CH:38]=2)[CH:33]=[N:32]1.Cl. Given the product [NH:31]1[C:39]2[C:34](=[CH:35][C:36]([NH:40][C:2]3[C:3]4[NH:21][N:20]=[CH:19][C:4]=4[N:5]=[C:6]([C:8]4[CH:9]=[N:10][C:11]([N:14]5[CH2:15][CH2:16][CH2:17][CH2:18]5)=[CH:12][CH:13]=4)[N:7]=3)=[CH:37][CH:38]=2)[CH:33]=[N:32]1, predict the reactants needed to synthesize it. (2) Given the product [CH3:15][C:14]([CH3:18])([CH3:17])[CH2:16][C:6](=[O:8])[CH2:5][C:4]([O:3][CH2:1][CH3:2])=[O:9], predict the reactants needed to synthesize it. The reactants are: [CH2:1]([O:3][C:4](=[O:9])[CH2:5][C:6]([O-:8])=O)[CH3:2].[K+].[Cl-].[Mg+2].[Cl-].[C:14]([CH2:18]C(O)=O)([CH3:17])([CH3:16])[CH3:15]. (3) Given the product [Br:22][CH:9]([C:10](=[O:12])[C:14]([CH3:17])([CH3:16])[CH3:15])[CH2:8][CH:5]1[CH2:4][CH2:3][C:2]([F:1])([F:13])[CH2:7][CH2:6]1, predict the reactants needed to synthesize it. The reactants are: [F:1][C:2]1([F:13])[CH2:7][CH2:6][CH:5]([CH2:8][CH2:9][C:10]([OH:12])=O)[CH2:4][CH2:3]1.[C:14]([Mg]Cl)([CH3:17])([CH3:16])[CH3:15].[Cl-].[NH4+].[Br-:22].[Br-].[Br-].C([N+](CCCC)(CCCC)CCCC)CCC.C([N+](CCCC)(CCCC)CCCC)CCC.C([N+](CCCC)(CCCC)CCCC)CCC.C(=O)([O-])O.[Na+]. (4) Given the product [Br:18][C:9]1[CH:12]=[CH:13][C:6]([NH:5][CH2:4][CH2:3][CH:2]([CH3:17])[CH3:1])=[C:7]([N+:14]([O-:16])=[O:15])[CH:8]=1, predict the reactants needed to synthesize it. The reactants are: [CH3:1][CH:2]([CH3:17])[CH2:3][CH2:4][NH:5][C:6]1[CH:13]=[CH:12][C:9](C#N)=[CH:8][C:7]=1[N+:14]([O-:16])=[O:15].[Br:18]C1C=C([N+]([O-])=O)C(F)=CC=1. (5) The reactants are: C(OC(=O)[NH:7][CH2:8][CH2:9][CH2:10][NH:11][C:12](=[O:40])[CH2:13][O:14][CH2:15][C:16]([NH:18][C@H:19]1[CH2:28][CH2:27][C@:26]2([OH:29])[C@@:21]34[C:36]5[C:31](=[CH:32][CH:33]=[C:34]([OH:38])[C:35]=5[O:37][C@@H:20]13)[CH2:30][CH:25]2[N:24]([CH3:39])[CH2:23][CH2:22]4)=[O:17])(C)(C)C.FC(F)(F)C(O)=O. Given the product [NH2:7][CH2:8][CH2:9][CH2:10][NH:11][C:12](=[O:40])[CH2:13][O:14][CH2:15][C:16]([NH:18][C@H:19]1[CH2:28][CH2:27][C@:26]2([OH:29])[C@@:21]34[C:36]5[C:31](=[CH:32][CH:33]=[C:34]([OH:38])[C:35]=5[O:37][C@@H:20]13)[CH2:30][CH:25]2[N:24]([CH3:39])[CH2:23][CH2:22]4)=[O:17], predict the reactants needed to synthesize it. (6) Given the product [C:3]1([N:8]2[C:12]([N:13]3[CH2:14][CH2:15][CH2:16][CH2:17]3)=[CH:11][C:10]([C:18]([OH:20])=[O:19])=[N:9]2)[CH:2]=[CH:7][CH:6]=[CH:5][CH:4]=1, predict the reactants needed to synthesize it. The reactants are: F[C:2]1[CH:7]=[CH:6][CH:5]=[CH:4][C:3]=1[N:8]1[C:12]([N:13]2[CH2:17][CH2:16][CH2:15][CH2:14]2)=[CH:11][C:10]([C:18]([OH:20])=[O:19])=[N:9]1.C(OC(C1C=C(N)N(C2C=CC=CC=2F)N=1)=O)C. (7) Given the product [NH2:1][CH2:2][C@@H:3]([C:5]1[CH:10]=[CH:9][C:8]([Cl:11])=[CH:7][CH:6]=1)[OH:4], predict the reactants needed to synthesize it. The reactants are: [NH2:1][CH2:2][C@H:3]([C:5]1[CH:10]=[CH:9][C:8]([Cl:11])=[CH:7][CH:6]=1)[OH:4]. (8) Given the product [CH3:1][C:2]1([C:12]([O:14][CH2:15][CH3:16])=[O:13])[CH2:3][CH2:4][C:5](=[O:6])[CH2:10][CH2:11]1, predict the reactants needed to synthesize it. The reactants are: [CH3:1][C:2]1([C:12]([O:14][CH2:15][CH3:16])=[O:13])[CH2:11][CH2:10][C:5]2(OCC[O:6]2)[CH2:4][CH2:3]1.CCO.O.Cl. (9) Given the product [N:32]1([CH2:31][C:28]2[CH:29]=[CH:30][C:25]([CH2:24][N:22]3[CH:23]=[C:16]4[C:17]([N:18]=[CH:19][N:20]=[C:15]4[NH:1][CH2:2][C:3]4[C:8]([CH3:9])=[N:7][C:6]([N:10]([CH3:11])[CH3:12])=[CH:5][C:4]=4[CH3:13])=[N:21]3)=[CH:26][CH:27]=2)[CH:36]=[CH:35][CH:34]=[N:33]1, predict the reactants needed to synthesize it. The reactants are: [NH2:1][CH2:2][C:3]1[C:4]([CH3:13])=[CH:5][C:6]([N:10]([CH3:12])[CH3:11])=[N:7][C:8]=1[CH3:9].Cl[C:15]1[C:16]2[C:17](=[N:21][N:22]([CH2:24][C:25]3[CH:30]=[CH:29][C:28]([CH2:31][N:32]4[CH:36]=[CH:35][CH:34]=[N:33]4)=[CH:27][CH:26]=3)[CH:23]=2)[N:18]=[CH:19][N:20]=1.CCN(C(C)C)C(C)C. (10) Given the product [I:16][N:4]1[C:5]([CH3:9])([CH3:8])[C:6](=[O:7])[N:2]([CH3:1])[C:3]1=[O:10], predict the reactants needed to synthesize it. The reactants are: [CH3:1][N:2]1[C:6](=[O:7])[C:5]([CH3:9])([CH3:8])[NH:4][C:3]1=[O:10].FC(F)(F)C(O[I:16](C1C=CC=CC=1)OC(=O)C(F)(F)F)=O.II.